This data is from Merck oncology drug combination screen with 23,052 pairs across 39 cell lines. The task is: Regression. Given two drug SMILES strings and cell line genomic features, predict the synergy score measuring deviation from expected non-interaction effect. (1) Drug 1: Nc1ccn(C2OC(CO)C(O)C2(F)F)c(=O)n1. Drug 2: C#Cc1cccc(Nc2ncnc3cc(OCCOC)c(OCCOC)cc23)c1. Cell line: A375. Synergy scores: synergy=-25.2. (2) Drug 1: O=C(CCCCCCC(=O)Nc1ccccc1)NO. Drug 2: CC(C)CC(NC(=O)C(Cc1ccccc1)NC(=O)c1cnccn1)B(O)O. Cell line: NCIH2122. Synergy scores: synergy=6.18.